This data is from Full USPTO retrosynthesis dataset with 1.9M reactions from patents (1976-2016). The task is: Predict the reactants needed to synthesize the given product. (1) Given the product [NH2:4][C:5]1[C:10]([N+:11]([O-:13])=[O:12])=[C:9]([NH2:14])[C:8]([N+:18]([O-:20])=[O:19])=[C:7]([NH2:21])[C:6]=1[C:25]1[CH:30]=[CH:29][C:28]([CH3:31])=[CH:27][CH:26]=1, predict the reactants needed to synthesize it. The reactants are: C([NH:4][C:5]1[C:10]([N+:11]([O-:13])=[O:12])=[C:9]([NH:14]C(=O)C)[C:8]([N+:18]([O-:20])=[O:19])=[C:7]([NH:21]C(=O)C)[C:6]=1[C:25]1[CH:30]=[CH:29][C:28]([CH3:31])=[CH:27][CH:26]=1)(=O)C.Cl. (2) Given the product [CH3:9][NH:11][C@H:12]([C:16]([OH:18])=[O:17])[C@@H:13]([CH3:15])[OH:14], predict the reactants needed to synthesize it. The reactants are: C(O[C:9]([N:11](C)[C@H:12]([C:16]([OH:18])=[O:17])[C@@H:13]([CH3:15])[OH:14])=O)C1C=CC=CC=1. (3) Given the product [OH:2][C@:3]1([C@@H:24]2[CH2:28][S:27][C:26](=[O:29])[NH:25]2)[CH2:8][C@H:7]([NH:9][C:10](=[O:18])/[CH:11]=[C:12](/[CH3:17])\[CH2:13][CH2:14][CH:15]=[CH2:16])[CH2:6][C@@H:5]([CH2:19][CH2:20][CH2:21][CH:22]=[CH2:23])[O:4]1, predict the reactants needed to synthesize it. The reactants are: C[O:2][C@:3]1([C@@H:24]2[CH2:28][S:27][C:26](=[O:29])[N:25]2CC2C=CC(OC)=CC=2)[CH2:8][C@H:7]([NH:9][C:10](=[O:18])/[CH:11]=[C:12](/[CH3:17])\[CH2:13][CH2:14][CH:15]=[CH2:16])[CH2:6][C@@H:5]([CH2:19][CH2:20][CH2:21][CH:22]=[CH2:23])[O:4]1.CO[C@]1([C@@H]2CSC(=O)N2CC2C=CC(OC)=CC=2)C[C@H]2C[C@@H](CCCC=CCCC(C)=CC(=O)O2)O1. (4) Given the product [O:13]=[CH:2][CH2:1][C:4]1[N:9]=[CH:8][C:7]([C:10]#[N:11])=[CH:6][CH:5]=1, predict the reactants needed to synthesize it. The reactants are: [CH2:1]([C:4]1[N:9]=[CH:8][C:7]([C:10]#[N:11])=[CH:6][CH:5]=1)[CH:2]=C.C[OH:13]. (5) Given the product [F:15][C:10]1[C:9]([C:3]2[CH:4]=[C:5]([CH:7]=[O:8])[S:6][C:2]=2[S:28]([C:26]2[CH:25]=[N:24][N:23]([CH3:22])[CH:27]=2)(=[O:30])=[O:29])=[CH:14][CH:13]=[CH:12][N:11]=1, predict the reactants needed to synthesize it. The reactants are: Br[C:2]1[S:6][C:5]([CH:7]=[O:8])=[CH:4][C:3]=1[C:9]1[C:10]([F:15])=[N:11][CH:12]=[CH:13][CH:14]=1.N1C=CC=CC=1.[CH3:22][N:23]1[CH:27]=[C:26]([S:28]([O-:30])=[O:29])[CH:25]=[N:24]1.[Na+].O.